This data is from Forward reaction prediction with 1.9M reactions from USPTO patents (1976-2016). The task is: Predict the product of the given reaction. (1) Given the reactants [C:1]([N:4]1[CH2:9][CH2:8][CH:7]([O:10][C:11]2[CH:12]=[C:13]3[C:17](=[CH:18][CH:19]=2)[N:16](S(C2C=CC(C)=CC=2)(=O)=O)[N:15]=[C:14]3[CH2:30][N:31]([CH3:43])[CH2:32][CH2:33][N:34]([CH3:42])[C:35](=[O:41])[O:36][C:37]([CH3:40])([CH3:39])[CH3:38])[CH2:6][CH2:5]1)(=[O:3])[CH3:2].[OH-].[Na+], predict the reaction product. The product is: [C:1]([N:4]1[CH2:5][CH2:6][CH:7]([O:10][C:11]2[CH:12]=[C:13]3[C:17](=[CH:18][CH:19]=2)[NH:16][N:15]=[C:14]3[CH2:30][N:31]([CH3:43])[CH2:32][CH2:33][N:34]([CH3:42])[C:35](=[O:41])[O:36][C:37]([CH3:38])([CH3:39])[CH3:40])[CH2:8][CH2:9]1)(=[O:3])[CH3:2]. (2) Given the reactants [OH:1][C:2]1([C:13]2[CH:18]=[CH:17][C:16]([CH:19]([CH3:21])[CH3:20])=[CH:15][C:14]=2[OH:22])[C:10](=[O:11])[C:9]2[C:4](=[CH:5][CH:6]=[CH:7][CH:8]=2)[C:3]1=[O:12].[C:23](Cl)(=[O:30])[C:24]1[CH:29]=[CH:28][CH:27]=[CH:26][CH:25]=1.C(N(CC)CC)C, predict the reaction product. The product is: [C:23]([O:1][C:2]1([C:13]2[CH:18]=[CH:17][C:16]([CH:19]([CH3:20])[CH3:21])=[CH:15][C:14]=2[OH:22])[C:10](=[O:11])[C:9]2[C:4](=[CH:5][CH:6]=[CH:7][CH:8]=2)[C:3]1=[O:12])(=[O:30])[C:24]1[CH:29]=[CH:28][CH:27]=[CH:26][CH:25]=1. (3) Given the reactants [CH3:1][C:2]1[CH:3]=[C:4]([C:9]2[N:14]=[C:13]([NH:15][CH:16]3[CH2:18][CH2:17]3)[N:12]=[C:11](O)[C:10]=2[C:20]#[N:21])[CH:5]=[CH:6][C:7]=1[CH3:8].O=P(Cl)(Cl)[Cl:24].C([O-])(O)=O.[Na+], predict the reaction product. The product is: [CH3:1][C:2]1[CH:3]=[C:4]([C:9]2[N:14]=[C:13]([NH:15][CH:16]3[CH2:18][CH2:17]3)[N:12]=[C:11]([Cl:24])[C:10]=2[C:20]#[N:21])[CH:5]=[CH:6][C:7]=1[CH3:8]. (4) Given the reactants [Cl:1][C:2]1[CH:3]=[C:4]([S:9]([N:12]([CH2:26][P:27](=[O:34])([O:31]CC)[O:28]CC)[C:13]2[CH:14]=[C:15]3[C:19](=[CH:20][CH:21]=2)[N:18]([C:22](=[O:25])[NH:23][CH3:24])[CH2:17][CH2:16]3)(=[O:11])=[O:10])[CH:5]=[C:6]([Cl:8])[CH:7]=1.C[Si](Br)(C)C.CO, predict the reaction product. The product is: [Cl:1][C:2]1[CH:3]=[C:4]([S:9]([N:12]([CH2:26][P:27](=[O:28])([OH:34])[OH:31])[C:13]2[CH:14]=[C:15]3[C:19](=[CH:20][CH:21]=2)[N:18]([C:22](=[O:25])[NH:23][CH3:24])[CH2:17][CH2:16]3)(=[O:10])=[O:11])[CH:5]=[C:6]([Cl:8])[CH:7]=1. (5) Given the reactants [NH2:1][C:2]1[CH:3]=[C:4]([CH:9]=[CH:10][C:11]=1[CH3:12])[C:5]([O:7][CH3:8])=[O:6].[N:13]([O-])=O.[Na+], predict the reaction product. The product is: [NH:1]1[C:2]2[C:11](=[CH:10][CH:9]=[C:4]([C:5]([O:7][CH3:8])=[O:6])[CH:3]=2)[CH:12]=[N:13]1. (6) Given the reactants [Br-].[CH3:2][O:3][C:4]1[CH:29]=[CH:28][CH:27]=[C:26]([O:30][CH3:31])[C:5]=1[CH2:6][P+](C1C=CC=CC=1)(C1C=CC=CC=1)C1C=CC=CC=1.[O:32]=[C:33]1[C:41]2[C:36](=[CH:37][CH:38]=[CH:39][CH:40]=2)[C:35](=[O:42])[N:34]1[CH2:43][CH2:44][CH2:45][C:46]1[CH:47]=[C:48]([CH:51]=[CH:52][CH:53]=1)[CH:49]=O, predict the reaction product. The product is: [CH3:31][O:30][C:26]1[CH:27]=[CH:28][CH:29]=[C:4]([O:3][CH3:2])[C:5]=1/[CH:6]=[CH:49]/[C:48]1[CH:47]=[C:46]([CH2:45][CH2:44][CH2:43][N:34]2[C:35](=[O:42])[C:36]3[C:41](=[CH:40][CH:39]=[CH:38][CH:37]=3)[C:33]2=[O:32])[CH:53]=[CH:52][CH:51]=1. (7) Given the reactants [N:1]1[CH:6]=[CH:5][CH:4]=[C:3]([CH2:7][N:8]2[C:16]3[C:11](=[CH:12][C:13]([OH:17])=[CH:14][CH:15]=3)[C:10]([CH3:19])([CH3:18])[CH2:9]2)[CH:2]=1.[CH2:20]([N:27]=[C:28]=[O:29])[C:21]1[CH:26]=[CH:25][CH:24]=[CH:23][CH:22]=1, predict the reaction product. The product is: [CH2:20]([NH:27][C:28](=[O:29])[O:17][C:13]1[CH:12]=[C:11]2[C:16](=[CH:15][CH:14]=1)[N:8]([CH2:7][C:3]1[CH:2]=[N:1][CH:6]=[CH:5][CH:4]=1)[CH2:9][C:10]2([CH3:19])[CH3:18])[C:21]1[CH:26]=[CH:25][CH:24]=[CH:23][CH:22]=1. (8) Given the reactants O.Cl.[NH:3]1[CH2:8][CH2:7][C:6](=[O:9])[CH2:5][CH2:4]1.C([O-])([O-])=O.[K+].[K+].[C:16]1([CH3:26])[CH:21]=[CH:20][C:19]([S:22](Cl)(=[O:24])=[O:23])=[CH:18][CH:17]=1, predict the reaction product. The product is: [S:22]([N:3]1[CH2:8][CH2:7][C:6](=[O:9])[CH2:5][CH2:4]1)([C:19]1[CH:20]=[CH:21][C:16]([CH3:26])=[CH:17][CH:18]=1)(=[O:24])=[O:23].